Dataset: Forward reaction prediction with 1.9M reactions from USPTO patents (1976-2016). Task: Predict the product of the given reaction. (1) Given the reactants [Cl:1][C:2]1[CH:15]=[C:14]([N+:16]([O-])=O)[CH:13]=[CH:12][C:3]=1[O:4][C:5]1[CH:6]=[C:7]([OH:11])[CH:8]=[CH:9][CH:10]=1.I[CH2:20][CH2:21][CH:22]([CH3:24])[CH3:23].C(=O)([O-])[O-].[Cs+].[Cs+].[Cl-].[Ca+2].[Cl-], predict the reaction product. The product is: [Cl:1][C:2]1[CH:15]=[C:14]([CH:13]=[CH:12][C:3]=1[O:4][C:5]1[CH:10]=[CH:9][CH:8]=[C:7]([O:11][CH2:20][CH2:21][CH:22]([CH3:24])[CH3:23])[CH:6]=1)[NH2:16]. (2) The product is: [F:19][C:20]1[CH:21]=[C:22]([CH2:26][C:27]([NH:1][N:2]2[N:11]=[C:10]([N:12]3[CH2:17][CH2:16][O:15][CH2:14][CH2:13]3)[C:9]3[C:4](=[CH:5][CH:6]=[CH:7][CH:8]=3)[C:3]2=[O:18])=[O:28])[CH:23]=[CH:24][CH:25]=1. Given the reactants [NH2:1][N:2]1[N:11]=[C:10]([N:12]2[CH2:17][CH2:16][O:15][CH2:14][CH2:13]2)[C:9]2[C:4](=[CH:5][CH:6]=[CH:7][CH:8]=2)[C:3]1=[O:18].[F:19][C:20]1[CH:21]=[C:22]([CH2:26][C:27](O)=[O:28])[CH:23]=[CH:24][CH:25]=1, predict the reaction product. (3) Given the reactants C([O:5][C:6](=O)[NH:7][CH2:8][CH2:9][O:10][C:11]1[CH:16]=[CH:15][CH:14]=[CH:13][C:12]=1[O:17][CH3:18])C(C)C.C[C:21]([CH3:24])([O-:23])[CH3:22].[Li+].C([O:30]C[C@@H]1CO1)(C)(C)C, predict the reaction product. The product is: [CH3:18][O:17][C:12]1[CH:13]=[CH:14][CH:15]=[CH:16][C:11]=1[O:10][CH2:9][CH2:8][N:7]1[CH2:22][C@@H:21]([CH2:24][OH:30])[O:23][C:6]1=[O:5].